This data is from Catalyst prediction with 721,799 reactions and 888 catalyst types from USPTO. The task is: Predict which catalyst facilitates the given reaction. (1) Reactant: CO[C:3](=O)[NH:4][C:5]1[CH:25]=[CH:24][C:8]2[N:9]([CH2:16][CH2:17][N:18]3[CH2:23][CH2:22][CH2:21][CH2:20][CH2:19]3)[C:10]([C:12]([CH3:15])([CH3:14])[CH3:13])=[N:11][C:7]=2[CH:6]=1.Cl.CCOCC.[H-].[H-].[H-].[H-].[Li+].[Al+3]. Product: [C:12]([C:10]1[N:9]([CH2:16][CH2:17][N:18]2[CH2:23][CH2:22][CH2:21][CH2:20][CH2:19]2)[C:8]2[CH:24]=[CH:25][C:5]([NH:4][CH3:3])=[CH:6][C:7]=2[N:11]=1)([CH3:15])([CH3:13])[CH3:14]. The catalyst class is: 1. (2) Reactant: [NH:1]1[CH2:6][CH2:5][CH:4]([N:7]2[CH:11]=[C:10]([NH:12][C:13]3[N:18]=[C:17]([CH2:19][CH2:20][C:21]4[CH:26]=[CH:25][CH:24]=[CH:23][C:22]=4[CH:27]([CH3:31])[C:28]([NH2:30])=[O:29])[C:16]([C:32]([F:35])([F:34])[F:33])=[CH:15][N:14]=3)[CH:9]=[N:8]2)[CH2:3][CH2:2]1.I[CH:37]([CH3:39])[CH3:38].C([O-])([O-])=O.[K+].[K+]. Product: [CH:37]([N:1]1[CH2:2][CH2:3][CH:4]([N:7]2[CH:11]=[C:10]([NH:12][C:13]3[N:18]=[C:17]([CH2:19][CH2:20][C:21]4[CH:26]=[CH:25][CH:24]=[CH:23][C:22]=4[CH:27]([CH3:31])[C:28]([NH2:30])=[O:29])[C:16]([C:32]([F:34])([F:33])[F:35])=[CH:15][N:14]=3)[CH:9]=[N:8]2)[CH2:5][CH2:6]1)([CH3:39])[CH3:38]. The catalyst class is: 23. (3) Reactant: O[CH2:2][C:3]1[CH:4]=[N:5][C:6]([S:9][CH3:10])=[N:7][CH:8]=1.C1(P(C2C=CC=CC=2)C2C=CC=CC=2)C=CC=CC=1.C(Br)(Br)(Br)[Br:31]. Product: [Br:31][CH2:2][C:3]1[CH:4]=[N:5][C:6]([S:9][CH3:10])=[N:7][CH:8]=1. The catalyst class is: 48. (4) Reactant: [CH2:1]([O:8][C:9]1[C:14](=[O:15])[N:13]([CH3:16])[C:12]([CH:17]=[O:18])=[C:11]([Br:19])[CH:10]=1)[C:2]1[CH:7]=[CH:6][CH:5]=[CH:4][CH:3]=1.[CH2:20]([Mg]Cl)[C:21]1[CH:26]=[CH:25][CH:24]=[CH:23][CH:22]=1. Product: [CH2:1]([O:8][C:9]1[C:14](=[O:15])[N:13]([CH3:16])[C:12]([CH:17]([OH:18])[CH2:20][C:21]2[CH:26]=[CH:25][CH:24]=[CH:23][CH:22]=2)=[C:11]([Br:19])[CH:10]=1)[C:2]1[CH:3]=[CH:4][CH:5]=[CH:6][CH:7]=1. The catalyst class is: 1. (5) The catalyst class is: 10. Reactant: [CH3:1][C:2]1[CH2:6][C:5](=[O:7])[N:4]([C:8]2[CH:13]=[CH:12][C:11]([N+:14]([O-:16])=[O:15])=[CH:10][CH:9]=2)[N:3]=1.C(=O)([O-])[O-].[Cs+].[Cs+].Br[CH2:24][C:25]1[N:29]([C:30]2[CH:35]=[CH:34][CH:33]=[CH:32][CH:31]=2)[N:28]=[C:27]([CH3:36])[CH:26]=1.CC1C=C(CO)N(C2C=CC=CC=2)N=1. Product: [CH3:36][C:27]1[CH:26]=[C:25]([CH2:24][O:7][C:5]2[N:4]([C:8]3[CH:9]=[CH:10][C:11]([N+:14]([O-:16])=[O:15])=[CH:12][CH:13]=3)[N:3]=[C:2]([CH3:1])[CH:6]=2)[N:29]([C:30]2[CH:35]=[CH:34][CH:33]=[CH:32][CH:31]=2)[N:28]=1. (6) Reactant: [C:1]1([Mg]Br)[CH:6]=[CH:5][CH:4]=[CH:3][CH:2]=1.[CH:9]([C:11]1[CH:12]=[C:13]([CH:18]=[CH:19][CH:20]=1)[C:14]([O:16]C)=[O:15])=[O:10]. Product: [OH:10][CH:9]([C:1]1[CH:6]=[CH:5][CH:4]=[CH:3][CH:2]=1)[C:11]1[CH:12]=[C:13]([CH:18]=[CH:19][CH:20]=1)[C:14]([OH:16])=[O:15]. The catalyst class is: 1. (7) Reactant: [H-].[Na+].[C:3]([O:7][C:8]([NH:10][C@@H:11]1[CH2:16][CH2:15][CH2:14][N:13](/[C:17](=[N:34]\[C:35]#[N:36])/[N:18]([CH2:25][C:26]2[CH:31]=[C:30]([F:32])[CH:29]=[CH:28][C:27]=2[Cl:33])[CH2:19][C:20]([O:22][CH2:23][CH3:24])=[O:21])[CH2:12]1)=[O:9])([CH3:6])([CH3:5])[CH3:4].O.[Cl-].[NH4+]. Product: [NH2:36][C:35]1[N:34]=[C:17]([N:13]2[CH2:14][CH2:15][CH2:16][C@@H:11]([NH:10][C:8]([O:7][C:3]([CH3:4])([CH3:5])[CH3:6])=[O:9])[CH2:12]2)[N:18]([CH2:25][C:26]2[CH:31]=[C:30]([F:32])[CH:29]=[CH:28][C:27]=2[Cl:33])[C:19]=1[C:20]([O:22][CH2:23][CH3:24])=[O:21]. The catalyst class is: 7. (8) Reactant: [NH2:1][C:2]1[C:3](Cl)=[N:4][C:5]([C:8]([F:11])([F:10])[F:9])=[CH:6][CH:7]=1.[CH2:13]([O:15][C:16](=[O:24])[CH2:17]N1CCNCC1)[CH3:14]. Product: [CH2:13]([O:15][C:16](=[O:24])[CH2:17][CH:7]1[CH2:6][CH2:5][N:4]([C:3]2[C:2]([NH2:1])=[CH:7][CH:6]=[C:5]([C:8]([F:11])([F:10])[F:9])[N:4]=2)[CH2:3][CH2:2]1)[CH3:14]. The catalyst class is: 6.